This data is from Full USPTO retrosynthesis dataset with 1.9M reactions from patents (1976-2016). The task is: Predict the reactants needed to synthesize the given product. (1) Given the product [CH3:1][O:2][C@@H:3]1[C@H:8]2[O:9][C@H:10]3[C@@H:15]([O:16][CH3:17])[C@H:14]([O:18][CH3:19])[C@@H:13]([O:20][C@H:21]4[C@@H:26]([O:27][CH3:28])[C@H:25]([O:29][CH3:30])[C@@H:24]([O:31][C@H:32]5[C@@H:37]([O:38][CH3:39])[C@H:36]([O:40][CH3:41])[C@@H:35]([O:42][C@H:43]6[C@@H:48]([O:49][CH3:50])[C@H:47]([O:51][CH3:52])[C@@H:46]([O:53][C@H:54]7[C@@H:59]([O:60][CH3:61])[C@H:58]([O:62][CH3:63])[C@@H:57]([O:64][C@H:65]8[C@@H:71]([OH:72])[C@H:70]([O:73][CH3:74])[C@@H:68]([O:69][C@H:5]([C@@H:6]([CH2:87][OH:88])[O:7]2)[C@H:4]1[OH:89])[O:67][C@@H:66]8[CH2:75][OH:76])[O:56][C@@H:55]7[CH2:77][OH:78])[O:45][C@@H:44]6[CH2:79][OH:80])[O:34][C@@H:33]5[CH2:81][OH:82])[O:23][C@@H:22]4[CH2:83][OH:84])[O:12][C@@H:11]3[CH2:85][OH:86].[CH3:90][C@@H:91]1[C@@H:126]([CH:127]([CH3:129])[CH3:128])[O:125][C@:94]2([O:99][C@@H:98]3[CH2:100][CH:101]=[C:102]([CH3:124])[CH2:103][C@@H:104]([CH3:123])[CH:105]=[CH:106][CH:107]=[C:108]4[CH2:109][O:110][C@@H:111]5[C@H:116]([OH:117])[C:115]([CH3:118])=[CH:114][C@@H:113]([C:119]([O:121][C@@H:96]([CH2:97]3)[CH2:95]2)=[O:120])[C@:112]45[OH:122])[CH2:93][CH2:92]1, predict the reactants needed to synthesize it. The reactants are: [CH3:1][O:2][C@@H:3]1[C@H:8]2[O:9][C@H:10]3[C@@H:15]([O:16][CH3:17])[C@H:14]([O:18][CH3:19])[C@@H:13]([O:20][C@H:21]4[C@@H:26]([O:27][CH3:28])[C@H:25]([O:29][CH3:30])[C@@H:24]([O:31][C@H:32]5[C@@H:37]([O:38][CH3:39])[C@H:36]([O:40][CH3:41])[C@@H:35]([O:42][C@H:43]6[C@@H:48]([O:49][CH3:50])[C@H:47]([O:51][CH3:52])[C@@H:46]([O:53][C@H:54]7[C@@H:59]([O:60][CH3:61])[C@H:58]([O:62][CH3:63])[C@@H:57]([O:64][C@H:65]8[C@@H:71]([OH:72])[C@H:70]([O:73][CH3:74])[C@@H:68]([O:69][C@H:5]([C@@H:6]([CH2:87][OH:88])[O:7]2)[C@H:4]1[OH:89])[O:67][C@@H:66]8[CH2:75][OH:76])[O:56][C@@H:55]7[CH2:77][OH:78])[O:45][C@@H:44]6[CH2:79][OH:80])[O:34][C@@H:33]5[CH2:81][OH:82])[O:23][C@@H:22]4[CH2:83][OH:84])[O:12][C@@H:11]3[CH2:85][OH:86].[CH3:90][C@@H:91]1[C@@H:126]([CH:127]([CH3:129])[CH3:128])[O:125][C@:94]2([O:99][C@@H:98]3[CH2:100][CH:101]=[C:102]([CH3:124])[CH2:103][C@@H:104]([CH3:123])[CH:105]=[CH:106][CH:107]=[C:108]4[CH2:109][O:110][C@@H:111]5[C@H:116]([OH:117])[C:115]([CH3:118])=[CH:114][C@@H:113]([C:119]([O:121][C@@H:96]([CH2:97]3)[CH2:95]2)=[O:120])[C@:112]45[OH:122])[CH2:93][CH2:92]1. (2) Given the product [C:18]([O:17][CH2:16][O:12][C:11](=[O:13])[CH2:10][CH2:9][C:8]([O:7][CH:5]([O:4][C:1](=[O:3])[CH3:2])[CH3:6])=[O:14])(=[O:20])[CH3:19], predict the reactants needed to synthesize it. The reactants are: [C:1]([O:4][CH:5]([O:7][C:8](=[O:14])[CH2:9][CH2:10][C:11]([OH:13])=[O:12])[CH3:6])(=[O:3])[CH3:2].Br[CH2:16][O:17][C:18](=[O:20])[CH3:19].C(=O)([O-])[O-].[Cs+].[Cs+]. (3) Given the product [OH:10][C:7]([C@@H:3]1[CH2:4][CH2:5][CH2:6][N:2]1[C:19]([O:20][CH2:21][C:22]1[CH:27]=[CH:26][CH:25]=[CH:24][CH:23]=1)=[O:28])([CH3:9])[CH3:8], predict the reactants needed to synthesize it. The reactants are: Cl.[NH:2]1[CH2:6][CH2:5][CH2:4][C@H:3]1[C:7]([OH:10])([CH3:9])[CH3:8].C(N(CC)CC)C.O.[C:19](Cl)(=[O:28])[O:20][CH2:21][C:22]1[CH:27]=[CH:26][CH:25]=[CH:24][CH:23]=1. (4) Given the product [CH:14]([N:11]1[CH2:12][CH2:13][CH:8]([NH2:7])[CH2:9][CH2:10]1)([CH3:16])[CH3:15], predict the reactants needed to synthesize it. The reactants are: C(OC(=O)[NH:7][CH:8]1[CH2:13][CH2:12][N:11]([CH:14]([CH3:16])[CH3:15])[CH2:10][CH2:9]1)(C)(C)C.FC(F)(F)C(O)=O.